From a dataset of CYP2D6 inhibition data for predicting drug metabolism from PubChem BioAssay. Regression/Classification. Given a drug SMILES string, predict its absorption, distribution, metabolism, or excretion properties. Task type varies by dataset: regression for continuous measurements (e.g., permeability, clearance, half-life) or binary classification for categorical outcomes (e.g., BBB penetration, CYP inhibition). Dataset: cyp2d6_veith. The molecule is OC(CNCc1ccc(F)cc1)(c1ccc(F)cc1)c1ccc(F)cc1. The result is 1 (inhibitor).